From a dataset of Peptide-MHC class I binding affinity with 185,985 pairs from IEDB/IMGT. Regression. Given a peptide amino acid sequence and an MHC pseudo amino acid sequence, predict their binding affinity value. This is MHC class I binding data. The peptide sequence is VPRRKAKII. The MHC is HLA-A23:01 with pseudo-sequence HLA-A23:01. The binding affinity (normalized) is 0.146.